From a dataset of Catalyst prediction with 721,799 reactions and 888 catalyst types from USPTO. Predict which catalyst facilitates the given reaction. (1) Reactant: [C:1]([O:5][C:6]([N:8]1[CH2:13][C@@H:12]([N:14]([C:19]([C:21]2[N:25]([CH2:26][CH2:27][CH2:28][CH2:29][O:30][CH3:31])[C:24]3[CH:32]=[CH:33][CH:34]=[CH:35][C:23]=3[N:22]=2)=[O:20])[CH2:15][CH:16]([CH3:18])[CH3:17])[CH2:11][C@@H:10]([C:36](O)=[O:37])[CH2:9]1)=[O:7])([CH3:4])([CH3:3])[CH3:2].CC[N:41]=C=NCCCN(C)C.Cl.O. Product: [C:36]([C@@H:10]1[CH2:11][C@H:12]([N:14]([C:19]([C:21]2[N:25]([CH2:26][CH2:27][CH2:28][CH2:29][O:30][CH3:31])[C:24]3[CH:32]=[CH:33][CH:34]=[CH:35][C:23]=3[N:22]=2)=[O:20])[CH2:15][CH:16]([CH3:17])[CH3:18])[CH2:13][N:8]([C:6]([O:5][C:1]([CH3:3])([CH3:4])[CH3:2])=[O:7])[CH2:9]1)(=[O:37])[NH2:41]. The catalyst class is: 3. (2) Reactant: [N+:1]([C:4]1[CH:5]=[C:6]2[C:10](=[CH:11][CH:12]=1)[NH:9][N:8]=[CH:7]2)([O-:3])=[O:2].Cl[CH2:14][C:15](=[O:17])[CH3:16].C(=O)([O-])[O-].[K+].[K+].[I-].[K+]. Product: [N+:1]([C:4]1[CH:5]=[C:6]2[C:10](=[CH:11][CH:12]=1)[N:9]([CH2:14][C:15](=[O:17])[CH3:16])[N:8]=[CH:7]2)([O-:3])=[O:2]. The catalyst class is: 21. (3) Reactant: Br[C:2]1[C:10]2[S:9][C:8]([NH:11][C:12]([NH:14][CH2:15][CH3:16])=[O:13])=[N:7][C:6]=2[CH:5]=[C:4]([C:17]2[CH:18]=[N:19][C:20]([N:23]3[CH2:28][CH2:27][C:26]([CH3:32])([C:29]([OH:31])=[O:30])[CH2:25][CH2:24]3)=[N:21][CH:22]=2)[CH:3]=1.C1COCC1.CC(O)=O.C([O-])=O.[NH4+]. Product: [CH2:15]([NH:14][C:12](=[O:13])[NH:11][C:8]1[S:9][C:10]2[CH:2]=[CH:3][C:4]([C:17]3[CH:18]=[N:19][C:20]([N:23]4[CH2:24][CH2:25][C:26]([CH3:32])([C:29]([OH:31])=[O:30])[CH2:27][CH2:28]4)=[N:21][CH:22]=3)=[CH:5][C:6]=2[N:7]=1)[CH3:16]. The catalyst class is: 50.